The task is: Predict which catalyst facilitates the given reaction.. This data is from Catalyst prediction with 721,799 reactions and 888 catalyst types from USPTO. (1) Reactant: [OH:1][C:2]1[CH:7]=[CH:6][C:5]([CH2:8][CH2:9][S:10][CH:11]([CH2:15][C:16]2[CH:21]=[CH:20][C:19]([CH2:22][CH2:23][O:24][C:25]3[CH:30]=[CH:29][C:28]([O:31][S:32]([CH3:35])(=[O:34])=[O:33])=[CH:27][CH:26]=3)=[CH:18][CH:17]=2)[C:12]([O-:14])=[O:13])=[CH:4][CH:3]=1.[C:36]([NH3+:40])([CH3:39])([CH3:38])[CH3:37]. The catalyst class is: 8. Product: [OH:1][C:2]1[CH:7]=[CH:6][C:5]([CH2:8][CH2:9][S:10][C@@H:11]([CH2:15][C:16]2[CH:21]=[CH:20][C:19]([CH2:22][CH2:23][O:24][C:25]3[CH:26]=[CH:27][C:28]([O:31][S:32]([CH3:35])(=[O:34])=[O:33])=[CH:29][CH:30]=3)=[CH:18][CH:17]=2)[C:12]([O-:14])=[O:13])=[CH:4][CH:3]=1.[C:36]([NH3+:40])([CH3:39])([CH3:38])[CH3:37]. (2) Reactant: [Br:1][C:2]1[CH:3]=[C:4](Cl)[C:5]2[C:6]([CH:10]=1)=[N:7][O:8][N:9]=2.Cl.[OH:13][CH:14]1[CH2:17][NH:16][CH2:15]1.C(N(CC)CC)C. Product: [Br:1][C:2]1[CH:3]=[C:4]([N:16]2[CH2:17][CH:14]([OH:13])[CH2:15]2)[C:5]2[C:6]([CH:10]=1)=[N:7][O:8][N:9]=2. The catalyst class is: 296. (3) Reactant: [NH:1]1[CH2:5][CH2:4][N:3]=[C:2]1[C:6]1[CH:11]=[CH:10][CH:9]=[C:8]([CH3:12])[C:7]=1[NH2:13].[Br:14]N1C(=O)CCC1=O. Product: [Br:14][C:10]1[CH:9]=[C:8]([CH3:12])[C:7]([NH2:13])=[C:6]([C:2]2[NH:3][CH2:4][CH2:5][N:1]=2)[CH:11]=1. The catalyst class is: 42. (4) Reactant: [NH2:1][C:2]1[CH:3]=[C:4]([C@@H:21]2[CH2:23][C@@H:22]2[C:24]([O:26][CH2:27][CH3:28])=[O:25])[CH:5]=[CH:6][C:7]=1[N:8]([CH:15]1[CH2:20][CH2:19][CH2:18][CH2:17][CH2:16]1)[CH2:9][CH2:10][C:11]([F:14])([F:13])[F:12].[C:29](Cl)(=O)[O:30]C1C=CC([N+]([O-])=O)=CC=1.[CH3:42][C:43]1[O:47][N:46]=[C:45]([NH2:48])[CH:44]=1.C(N(CC)CC)C. Product: [CH:15]1([N:8]([CH2:9][CH2:10][C:11]([F:12])([F:13])[F:14])[C:7]2[CH:6]=[CH:5][C:4]([C@@H:21]3[CH2:23][C@@H:22]3[C:24]([O:26][CH2:27][CH3:28])=[O:25])=[CH:3][C:2]=2[NH:1][C:29]([NH:48][C:45]2[CH:44]=[C:43]([CH3:42])[O:47][N:46]=2)=[O:30])[CH2:20][CH2:19][CH2:18][CH2:17][CH2:16]1. The catalyst class is: 1. (5) The catalyst class is: 5. Reactant: [CH3:1]O[Na].[NH2:4][C:5]1[CH:6]=[C:7]([CH:10]=[CH:11][CH:12]=1)[C:8]#[N:9].[BH4-].[Na+].[OH-].[Na+]. Product: [CH3:1][NH:4][C:5]1[CH:6]=[C:7]([CH:10]=[CH:11][CH:12]=1)[C:8]#[N:9]. (6) Reactant: C([O:3][C:4](=[O:33])[CH:5]([S:22]([CH2:25][CH2:26][CH2:27][CH2:28][CH2:29][CH2:30][CH2:31][CH3:32])(=[O:24])=[O:23])[CH2:6][C:7]1[CH:12]=[CH:11][C:10]([O:13][CH2:14][CH2:15][N:16]2[CH2:21][CH2:20][CH2:19][CH2:18][CH2:17]2)=[CH:9][CH:8]=1)C.[OH-].[Na+]. Product: [CH2:25]([S:22]([CH:5]([CH2:6][C:7]1[CH:12]=[CH:11][C:10]([O:13][CH2:14][CH2:15][N:16]2[CH2:17][CH2:18][CH2:19][CH2:20][CH2:21]2)=[CH:9][CH:8]=1)[C:4]([OH:33])=[O:3])(=[O:24])=[O:23])[CH2:26][CH2:27][CH2:28][CH2:29][CH2:30][CH2:31][CH3:32]. The catalyst class is: 8. (7) Product: [F:15][C:14]1[CH:13]=[C:12]([N+:16]([O-:18])=[O:17])[CH:11]=[C:6]2[C:5]=1[NH:3][N:2]=[C:7]2[OH:8]. Reactant: O.[NH2:2][NH2:3].F[C:5]1[C:14]([F:15])=[CH:13][C:12]([N+:16]([O-:18])=[O:17])=[CH:11][C:6]=1[C:7](OC)=[O:8]. The catalyst class is: 14. (8) Reactant: [CH:1]([C:3]1[CH:8]=[CH:7][C:6]([O:9]B(O)O)=[CH:5][CH:4]=1)=[O:2].C(N(CC)CC)C.[CH3:20][O:21][C:22](=[O:34])[C:23]1[CH:28]=[C:27](O)[CH:26]=[C:25]([O:30][CH:31]([CH3:33])[CH3:32])[CH:24]=1. Product: [CH3:20][O:21][C:22](=[O:34])[C:23]1[CH:24]=[C:25]([O:30][CH:31]([CH3:32])[CH3:33])[CH:26]=[C:27]([O:9][C:6]2[CH:7]=[CH:8][C:3]([CH:1]=[O:2])=[CH:4][CH:5]=2)[CH:28]=1. The catalyst class is: 302.